This data is from Forward reaction prediction with 1.9M reactions from USPTO patents (1976-2016). The task is: Predict the product of the given reaction. (1) Given the reactants [Si:1]([O:18][C:19]1[C:20]([CH3:25])=[N:21][CH:22]=[CH:23][CH:24]=1)([C:14]([CH3:17])([CH3:16])[CH3:15])([C:8]1[CH:13]=[CH:12][CH:11]=[CH:10][CH:9]=1)[C:2]1[CH:7]=[CH:6][CH:5]=[CH:4][CH:3]=1.[Br:26]N1C(=O)CCC1=O.N(/C(C)(C)C#N)=N\C(C)(C)C#N, predict the reaction product. The product is: [Br:26][CH2:25][C:20]1[C:19]([O:18][Si:1]([C:14]([CH3:17])([CH3:16])[CH3:15])([C:2]2[CH:3]=[CH:4][CH:5]=[CH:6][CH:7]=2)[C:8]2[CH:13]=[CH:12][CH:11]=[CH:10][CH:9]=2)=[CH:24][CH:23]=[CH:22][N:21]=1. (2) Given the reactants [N:1]12[CH2:8][CH2:7][CH:4]([CH2:5][CH2:6]1)[CH:3]([OH:9])[CH2:2]2.[C:10](N1C=CN=C1)([N:12]1[CH:16]=[CH:15][N:14]=[CH:13]1)=[O:11].C(Cl)Cl, predict the reaction product. The product is: [N:1]12[CH2:8][CH2:7][CH:4]([CH2:5][CH2:6]1)[CH:3]([O:9][C:10]([N:12]1[CH:16]=[CH:15][N:14]=[CH:13]1)=[O:11])[CH2:2]2. (3) The product is: [F:1][C:2]1[CH:11]=[C:10]([C:12]2[CH:13]=[CH:14][C:15]3[N:16]([C:18]([CH2:21][O:22][C:23]4[C:32]5[C:27](=[CH:28][C:29]([O:33][CH3:34])=[CH:30][CH:31]=5)[N:26]=[CH:25][CH:24]=4)=[N:19][N:20]=3)[N:17]=2)[CH:9]=[CH:8][C:3]=1[C:4]([NH:43][CH2:42][CH2:41][O:40][CH3:39])=[O:5]. Given the reactants [F:1][C:2]1[CH:11]=[C:10]([C:12]2[CH:13]=[CH:14][C:15]3[N:16]([C:18]([CH2:21][O:22][C:23]4[C:32]5[C:27](=[CH:28][C:29]([O:33][CH3:34])=[CH:30][CH:31]=5)[N:26]=[CH:25][CH:24]=4)=[N:19][N:20]=3)[N:17]=2)[CH:9]=[CH:8][C:3]=1[C:4](OC)=[O:5].O.[OH-].[Li+].Cl.[CH3:39][O:40][CH2:41][CH2:42][NH2:43].CN(C(ON1N=NC2C=CC=NC1=2)=[N+](C)C)C.F[P-](F)(F)(F)(F)F.CCN(C(C)C)C(C)C.FC1C=C(C2C=CC3N(C(COC4C5C(=CC(OC)=CC=5)N=CC=4)=NN=3)N=2)C=CC=1C(O)=O, predict the reaction product. (4) Given the reactants [Si:1]([O:8][C:9]1[CH:10]=[CH:11][C:12]2[CH2:18][C:17]([CH2:33][CH2:34]O)([C:19]3[CH:24]=[CH:23][C:22]([O:25][Si:26]([C:29]([CH3:32])([CH3:31])[CH3:30])([CH3:28])[CH3:27])=[CH:21][CH:20]=3)[CH2:16][CH2:15][CH2:14][C:13]=2[CH:36]=1)([C:4]([CH3:7])([CH3:6])[CH3:5])([CH3:3])[CH3:2].[N+:37]([C:40]1[CH:45]=[CH:44][CH:43]=[CH:42][C:41]=1[Se:46]C#N)([O-:39])=[O:38].C(P(CCCC)CCCC)CCC, predict the reaction product. The product is: [Si:1]([O:8][C:9]1[CH:10]=[CH:11][C:12]2[CH2:18][C:17]([C:19]3[CH:24]=[CH:23][C:22]([O:25][Si:26]([C:29]([CH3:31])([CH3:30])[CH3:32])([CH3:28])[CH3:27])=[CH:21][CH:20]=3)([CH2:33][CH2:34][Se:46][C:41]3[CH:42]=[CH:43][CH:44]=[CH:45][C:40]=3[N+:37]([O-:39])=[O:38])[CH2:16][CH2:15][CH2:14][C:13]=2[CH:36]=1)([C:4]([CH3:6])([CH3:5])[CH3:7])([CH3:2])[CH3:3]. (5) Given the reactants [N+:1](=[C:3]([C:8](=O)[CH2:9][CH2:10][CH2:11][CH2:12][O:13][CH3:14])[C:4]([O:6][CH3:7])=[O:5])=[N-].[C:16]1([NH:22][C:23](N)=[O:24])[CH:21]=[CH:20][CH:19]=[CH:18][CH:17]=1.ClCCCl.FC(F)(F)C(O)=O, predict the reaction product. The product is: [CH3:14][O:13][CH2:12][CH2:11][CH2:10][CH2:9][C:8]1[N:22]([C:16]2[CH:21]=[CH:20][CH:19]=[CH:18][CH:17]=2)[C:23](=[O:24])[NH:1][C:3]=1[C:4]([O:6][CH3:7])=[O:5]. (6) The product is: [C:80]([O:84][C:85]([N:87]1[CH2:92][CH2:91][N:90]([C:27](=[O:28])[C@@H:2]([NH:1][C:30]([O:32][CH2:33][CH:34]2[C:46]3[CH:45]=[CH:44][CH:43]=[CH:42][C:41]=3[C:40]3[C:35]2=[CH:36][CH:37]=[CH:38][CH:39]=3)=[O:31])[CH2:3][CH2:4][CH2:5][NH:6]/[C:7](/[NH2:26])=[N:8]/[S:9]([C:12]2[C:13]([CH3:14])=[C:15]([CH3:16])[C:17]3[O:18][C:19]([CH3:21])([CH3:20])[CH2:22][C:23]=3[C:24]=2[CH3:25])(=[O:10])=[O:11])[CH2:89][CH2:88]1)=[O:86])([CH3:83])([CH3:81])[CH3:82]. Given the reactants [NH:1]([C:30]([O:32][CH2:33][CH:34]1[C:46]2[C:41](=[CH:42][CH:43]=[CH:44][CH:45]=2)[C:40]2[C:35]1=[CH:36][CH:37]=[CH:38][CH:39]=2)=[O:31])[C@H:2]([C:27](O)=[O:28])[CH2:3][CH2:4][CH2:5][NH:6][C:7](=[NH:26])[NH:8][S:9]([C:12]1[C:24]([CH3:25])=[C:23]2[C:17]([O:18][C:19]([CH2:22]2)([CH3:21])[CH3:20])=[C:15]([CH3:16])[C:13]=1[CH3:14])(=[O:11])=[O:10].CCN(C(C)C)C(C)C.CN(C(ON1N=NC2C=CC=NC1=2)=[N+](C)C)C.F[P-](F)(F)(F)(F)F.[C:80]([O:84][C:85]([N:87]1[CH2:92][CH2:91][NH:90][CH2:89][CH2:88]1)=[O:86])([CH3:83])([CH3:82])[CH3:81], predict the reaction product.